From a dataset of Full USPTO retrosynthesis dataset with 1.9M reactions from patents (1976-2016). Predict the reactants needed to synthesize the given product. (1) The reactants are: [Cl:1][C:2]1[CH:3]=[N:4][CH:5]=[C:6]([Cl:11])[C:7]=1[C:8](Cl)=[O:9].C(Cl)Cl.[NH3:15]. Given the product [Cl:1][C:2]1[CH:3]=[N:4][CH:5]=[C:6]([Cl:11])[C:7]=1[C:8]([NH2:15])=[O:9], predict the reactants needed to synthesize it. (2) The reactants are: Cl[C:2]1[N:3]=[C:4]([N:29]2[CH2:34][CH2:33][O:32][CH2:31][CH2:30]2)[C:5]2[S:10][C:9]([C:11]3[CH:12]=[C:13]([NH:17][C:18]([CH2:20][NH:21][C:22](=[O:28])[O:23][C:24]([CH3:27])([CH3:26])[CH3:25])=[O:19])[CH:14]=[CH:15][CH:16]=3)=[CH:8][C:6]=2[N:7]=1.[NH2:35][C:36]1[CH:41]=[CH:40][C:39](B2OC(C)(C)C(C)(C)O2)=[CH:38][N:37]=1. Given the product [NH2:35][C:36]1[CH:41]=[CH:40][C:39]([C:2]2[N:3]=[C:4]([N:29]3[CH2:34][CH2:33][O:32][CH2:31][CH2:30]3)[C:5]3[S:10][C:9]([C:11]4[CH:12]=[C:13]([NH:17][C:18]([CH2:20][NH:21][C:22](=[O:28])[O:23][C:24]([CH3:27])([CH3:26])[CH3:25])=[O:19])[CH:14]=[CH:15][CH:16]=4)=[CH:8][C:6]=3[N:7]=2)=[CH:38][N:37]=1, predict the reactants needed to synthesize it. (3) Given the product [CH3:1][C:2]1[C:10]2[O:9][N:8]=[C:7]([O:11][C:12]([C:13]3[CH:18]=[CH:17][CH:16]=[CH:15][CH:14]=3)([C:25]3[CH:26]=[CH:27][CH:28]=[CH:29][CH:30]=3)[C:19]3[CH:20]=[CH:21][CH:22]=[CH:23][CH:24]=3)[C:6]=2[CH:5]=[CH:4][CH:3]=1, predict the reactants needed to synthesize it. The reactants are: [CH3:1][C:2]1[C:10]2[O:9][N:8]=[C:7]([OH:11])[C:6]=2[CH:5]=[CH:4][CH:3]=1.[C:12](Cl)([C:25]1[CH:30]=[CH:29][CH:28]=[CH:27][CH:26]=1)([C:19]1[CH:24]=[CH:23][CH:22]=[CH:21][CH:20]=1)[C:13]1[CH:18]=[CH:17][CH:16]=[CH:15][CH:14]=1.N1C=CC=CC=1. (4) Given the product [Cl:31][C:29]1[CH:10]=[CH:9][C:5]([CH2:6][N:13]([C:12]2[CH:11]=[CH:10][C:9]([C:5]3[C:6]([NH2:8])=[N:7][C:2]([NH2:1])=[N:3][C:4]=3[CH2:16][O:17][CH2:18][C:19]3[CH:20]=[CH:21][CH:22]=[CH:23][CH:24]=3)=[CH:15][CH:14]=2)[C:25](=[O:27])[CH3:26])=[CH:4][CH:16]=1, predict the reactants needed to synthesize it. The reactants are: [NH2:1][C:2]1[N:7]=[C:6]([NH2:8])[C:5]([C:9]2[CH:15]=[CH:14][C:12]([NH2:13])=[CH:11][CH:10]=2)=[C:4]([CH2:16][O:17][CH2:18][C:19]2[CH:24]=[CH:23][CH:22]=[CH:21][CH:20]=2)[N:3]=1.[C:25](Cl)(=[O:27])[CH3:26].[CH2:29]([Cl:31])Cl. (5) The reactants are: FC(F)(F)C(O)=O.[CH:8]1([O:12][C:13]2[CH:14]=[C:15]([F:28])[C:16]([F:27])=[C:17]([NH:19]C(=O)OC(C)(C)C)[CH:18]=2)[CH2:11][CH2:10][CH2:9]1.[Cl:29]CCl. Given the product [ClH:29].[CH:8]1([O:12][C:13]2[CH:14]=[C:15]([F:28])[C:16]([F:27])=[C:17]([CH:18]=2)[NH2:19])[CH2:9][CH2:10][CH2:11]1, predict the reactants needed to synthesize it. (6) The reactants are: [C:1]1(=[O:11])[O:6][C:4](=O)[C:3]2=[CH:7][CH:8]=[CH:9][CH:10]=[C:2]12.[N:12]1[CH:17]=[CH:16][CH:15]=[CH:14][C:13]=1[CH2:18][CH2:19][NH2:20]. Given the product [N:12]1[CH:17]=[CH:16][CH:15]=[CH:14][C:13]=1[CH2:18][CH2:19][N:20]1[C:1](=[O:11])[C:2]2[C:3](=[CH:7][CH:8]=[CH:9][CH:10]=2)[C:4]1=[O:6], predict the reactants needed to synthesize it.